From a dataset of Full USPTO retrosynthesis dataset with 1.9M reactions from patents (1976-2016). Predict the reactants needed to synthesize the given product. (1) The reactants are: N1C2[C:4](=[CH:5][CH:6]=CN=2)[CH:3]=[CH:2]1.[CH2:10]1[N:11]2[CH2:12][N:13]3[CH2:19][N:13]([CH2:10]2)[CH2:12][N:11]1[CH2:19]3.[OH2:20]. Given the product [NH:11]1[C:12]2=[N:13][CH:19]=[CH:2][CH:3]=[C:4]2[C:5]([CH:6]=[O:20])=[CH:10]1, predict the reactants needed to synthesize it. (2) Given the product [Br:1][C:2]1[CH:3]=[N:4][CH:5]=[CH:6][C:7]=1[CH2:8][CH2:9][CH2:10][CH2:11][CH2:12][CH3:13], predict the reactants needed to synthesize it. The reactants are: [Br:1][C:2]1[CH:3]=[N:4][CH:5]=[CH:6][C:7]=1[CH:8]=[CH:9][CH2:10][CH2:11][CH2:12][CH3:13]. (3) Given the product [C:21]([C@@:1]1([N:10]2[C:20]3[N:19]=[C:17]([NH2:18])[NH:16][C:14](=[O:15])[C:13]=3[N:12]=[CH:11]2)[O:9][C@H:6]([CH2:7][OH:8])[C@@H:4]([OH:5])[C@H:2]1[OH:3])(=[O:37])[CH2:22][CH2:23][CH2:24][CH2:25][CH2:26][CH2:27][CH2:28][CH2:29][CH2:30][CH2:31][CH2:32][CH2:33][CH2:34][CH2:35][CH3:36], predict the reactants needed to synthesize it. The reactants are: [C@@H:1]1([N:10]2[C:20]3[N:19]=[C:17]([NH2:18])[NH:16][C:14](=[O:15])[C:13]=3[N:12]=[CH:11]2)[O:9][C@H:6]([CH2:7][OH:8])[C@@H:4]([OH:5])[C@H:2]1[OH:3].[C:21](Cl)(=[O:37])[CH2:22][CH2:23][CH2:24][CH2:25][CH2:26][CH2:27][CH2:28][CH2:29][CH2:30][CH2:31][CH2:32][CH2:33][CH2:34][CH2:35][CH3:36]. (4) Given the product [NH2:1][C:2]1[O:23][C:18]2[C:17](=[C:16]([C:15]([O:14][CH3:13])=[O:25])[CH:21]=[C:20]([F:22])[CH:19]=2)[N:24]=1, predict the reactants needed to synthesize it. The reactants are: [N:1]1(C(N2C=CN=C2)N)C=CN=[CH:2]1.[CH3:13][O:14][C:15](=[O:25])[C:16]1[CH:21]=[C:20]([F:22])[CH:19]=[C:18]([OH:23])[C:17]=1[NH2:24]. (5) Given the product [CH2:1]([O:3][C:4]([C:6]1[N:7]([CH2:22][CH3:23])[CH:8]=[C:9]([C:14]2[CH:19]=[CH:18][C:17]([F:20])=[CH:16][CH:15]=2)[C:10]=1[CH:11]([CH3:13])[CH3:12])=[O:5])[CH3:2], predict the reactants needed to synthesize it. The reactants are: [CH2:1]([O:3][C:4]([C:6]1[NH:7][CH:8]=[C:9]([C:14]2[CH:19]=[CH:18][C:17]([F:20])=[CH:16][CH:15]=2)[C:10]=1[CH:11]([CH3:13])[CH3:12])=[O:5])[CH3:2].I[CH2:22][CH3:23].C(=O)([O-])[O-].[Cs+].[Cs+]. (6) Given the product [CH3:34][O:33][C:31]1[CH:30]=[C:29]([CH2:35][CH2:36][C:37]2[CH:38]=[C:39]([NH:42][C:21]([C:18]3[CH:19]=[N:20][C:15]([N:11]4[CH2:12][CH2:13][CH2:14][N:8]([CH2:5][CH:6]=[CH2:7])[CH2:9][CH2:10]4)=[N:16][CH:17]=3)=[O:23])[NH:40][N:41]=2)[CH:28]=[C:27]([O:26][CH3:25])[CH:32]=1, predict the reactants needed to synthesize it. The reactants are: C[Al](C)C.[CH2:5]([N:8]1[CH2:14][CH2:13][CH2:12][N:11]([C:15]2[N:20]=[CH:19][C:18]([C:21]([O:23]C)=O)=[CH:17][N:16]=2)[CH2:10][CH2:9]1)[CH:6]=[CH2:7].[CH3:25][O:26][C:27]1[CH:28]=[C:29]([CH2:35][CH2:36][C:37]2[CH:38]=[C:39]([NH2:42])[NH:40][N:41]=2)[CH:30]=[C:31]([O:33][CH3:34])[CH:32]=1. (7) Given the product [F:67][C:64]([F:65])([F:66])[C:61]1[CH:62]=[CH:63][C:58]([C@@H:56]([N:52]2[CH2:51][CH2:50][C:49]3([CH2:68][CH2:69][C:46](=[O:45])[CH2:47][CH2:48]3)[O:54][C:53]2=[O:55])[CH3:57])=[CH:59][CH:60]=1, predict the reactants needed to synthesize it. The reactants are: CC1(C)COC2(CCC(CCN[C@H](C3C=CC(C(F)(F)F)=CC=3)C)(O)CC2)OC1.ClC(Cl)(OC(=O)OC(Cl)(Cl)Cl)Cl.CC1(C)CO[C:46]2([CH2:69][CH2:68][C:49]3([O:54][C:53](=[O:55])[N:52]([C@H:56]([C:58]4[CH:63]=[CH:62][C:61]([C:64]([F:67])([F:66])[F:65])=[CH:60][CH:59]=4)[CH3:57])[CH2:51][CH2:50]3)[CH2:48][CH2:47]2)[O:45]C1. (8) Given the product [NH:12]1[C:13]2[C:18](=[CH:17][CH:16]=[CH:15][CH:14]=2)[C:10]([C:8](=[O:9])[CH:32]([NH:31][C:30]2[CH:43]=[CH:44][CH:45]=[C:28]([O:27][CH3:26])[CH:29]=2)[C:33]2[N:34]=[C:35]3[CH:40]=[CH:39][C:38]([CH3:41])=[CH:37][N:36]3[CH:42]=2)=[CH:11]1, predict the reactants needed to synthesize it. The reactants are: C(N(CC)CC)C.[CH:8]([C:10]1[C:18]2[C:13](=[CH:14][CH:15]=[CH:16][CH:17]=2)[N:12](C(OC(C)(C)C)=O)[CH:11]=1)=[O:9].[CH3:26][O:27][C:28]1[CH:29]=[C:30]([CH:43]=[CH:44][CH:45]=1)[N:31]=[CH:32][C:33]1[N:34]=[C:35]2[CH:40]=[CH:39][C:38]([CH3:41])=[CH:37][N:36]2[CH:42]=1.